From a dataset of Reaction yield outcomes from USPTO patents with 853,638 reactions. Predict the reaction yield, written as a fraction of the theoretical maximum amount of product (1.0 means a 100% yield; for example, 0.34 means a 34% yield). (1) The reactants are N1C(C)=CC=CC=1C.[CH2:9]([O:16][C:17]1[CH:18]=[CH:19][C:20]([C@@H:28]([OH:31])[CH2:29][Br:30])=[C:21]2[C:26]=1[NH:25][C:24](=[O:27])[CH:23]=[CH:22]2)[C:10]1[CH:15]=[CH:14][CH:13]=[CH:12][CH:11]=1.FC(F)(F)S(O[Si:38]([C:41]([CH3:44])([CH3:43])[CH3:42])([CH3:40])[CH3:39])(=O)=O. The catalyst is C(Cl)Cl. The product is [CH2:9]([O:16][C:17]1[CH:18]=[CH:19][C:20]([C@@H:28]([O:31][Si:38]([C:41]([CH3:44])([CH3:43])[CH3:42])([CH3:40])[CH3:39])[CH2:29][Br:30])=[C:21]2[C:26]=1[NH:25][C:24](=[O:27])[CH:23]=[CH:22]2)[C:10]1[CH:11]=[CH:12][CH:13]=[CH:14][CH:15]=1. The yield is 0.850. (2) The reactants are [C:1]1([C@H:7]2[O:12][C@@H:11](OS(C3C=CC(C)=CC=3)(=O)=O)[CH2:10][CH2:9][O:8]2)[CH:6]=[CH:5][CH:4]=[CH:3][CH:2]=1.[C:24]([O-:27])(=[S:26])[CH3:25].[Na+].C1C=CC=CC=1. The catalyst is CN(C)C=O. The product is [C:24]([S:26][C@@H:11]1[CH2:10][CH2:9][O:8][C@@H:7]([C:1]2[CH:2]=[CH:3][CH:4]=[CH:5][CH:6]=2)[O:12]1)(=[O:27])[CH3:25]. The yield is 0.430. (3) The reactants are [NH2:1][C:2]1[CH:36]=[CH:35][C:5]([O:6][C:7]2[CH:12]=[CH:11][N:10]=[C:9]3[CH:13]=[C:14]([C:16]4[N:21]=[CH:20][C:19]([CH2:22][N:23]([CH2:31][CH2:32][O:33][CH3:34])[C:24](=[O:30])[O:25][C:26]([CH3:29])([CH3:28])[CH3:27])=[CH:18][CH:17]=4)[S:15][C:8]=23)=[C:4]([F:37])[CH:3]=1.[O-:38][C:39]#[N:40].[Na+]. The catalyst is CC(O)=O.O. The product is [F:37][C:4]1[CH:3]=[C:2]([NH:1][C:39]([NH2:40])=[O:38])[CH:36]=[CH:35][C:5]=1[O:6][C:7]1[CH:12]=[CH:11][N:10]=[C:9]2[CH:13]=[C:14]([C:16]3[N:21]=[CH:20][C:19]([CH2:22][N:23]([CH2:31][CH2:32][O:33][CH3:34])[C:24](=[O:30])[O:25][C:26]([CH3:29])([CH3:28])[CH3:27])=[CH:18][CH:17]=3)[S:15][C:8]=12. The yield is 0.620.